Dataset: Reaction yield outcomes from USPTO patents with 853,638 reactions. Task: Predict the reaction yield, written as a fraction of the theoretical maximum amount of product (1.0 means a 100% yield; for example, 0.34 means a 34% yield). (1) The reactants are [CH:1]([C:4]1[CH:9]=[CH:8][C:7]([CH:10]2[C:14]3[CH:15]=[C:16]([OH:19])[CH:17]=[CH:18][C:13]=3[O:12][C:11]2([CH3:21])[CH3:20])=[CH:6][CH:5]=1)([CH3:3])[CH3:2].[CH3:22][O:23][C:24]1[CH:31]=[CH:30][C:27]([CH2:28]Cl)=[CH:26][CH:25]=1. No catalyst specified. The product is [CH:1]([C:4]1[CH:5]=[CH:6][C:7]([CH:10]2[C:14]3[CH:15]=[C:16]([O:19][CH2:28][C:27]4[CH:30]=[CH:31][C:24]([O:23][CH3:22])=[CH:25][CH:26]=4)[CH:17]=[CH:18][C:13]=3[O:12][C:11]2([CH3:21])[CH3:20])=[CH:8][CH:9]=1)([CH3:3])[CH3:2]. The yield is 0.750. (2) The reactants are [Br:1][C:2]1[CH:3]=[C:4]2[C:9](=[CH:10][CH:11]=1)[C:8]([OH:12])=[N:7][CH:6]=[CH:5]2.BrC[CH:15]([C:17]1[CH:22]=[CH:21][CH:20]=[CH:19][CH:18]=1)[CH3:16].[OH-].[Na+].[C:25]1(C)C=CC=CC=1. The catalyst is [Br-].C([N+](CCCC)(CCCC)CCCC)CCC.C(OCC)C. The product is [Br:1][C:2]1[CH:3]=[C:4]2[C:9](=[CH:10][CH:11]=1)[C:8](=[O:12])[N:7]([CH:16]([CH3:25])[CH2:15][C:17]1[CH:18]=[CH:19][CH:20]=[CH:21][CH:22]=1)[CH:6]=[CH:5]2. The yield is 0.320. (3) The reactants are CC1(C)C(C)(C)OB([C:9]2[CH:14]=[CH:13][C:12]([C:15]3[CH:20]=[CH:19][C:18]([C:21]4[NH:25][C:24]([C@@H:26]5[CH2:30][CH2:29][CH2:28][N:27]5[C:31]([O:33][CH2:34][C:35]5[CH:40]=[CH:39][CH:38]=[CH:37][CH:36]=5)=[O:32])=[N:23][CH:22]=4)=[CH:17][CH:16]=3)=[CH:11][CH:10]=2)O1.Br[C:43]1[CH:44]=[CH:45][C:46]2[N:50]=[C:49]([C@@H:51]3[CH2:55][CH2:54][CH2:53][N:52]3[C:56]([O:58][C:59]([CH3:62])([CH3:61])[CH3:60])=[O:57])[NH:48][C:47]=2[CH:63]=1.C(=O)([O-])[O-].[K+].[K+]. The catalyst is C1C=CC([P]([Pd]([P](C2C=CC=CC=2)(C2C=CC=CC=2)C2C=CC=CC=2)([P](C2C=CC=CC=2)(C2C=CC=CC=2)C2C=CC=CC=2)[P](C2C=CC=CC=2)(C2C=CC=CC=2)C2C=CC=CC=2)(C2C=CC=CC=2)C2C=CC=CC=2)=CC=1.C(COC)OC. The product is [C:59]([O:58][C:56]([N:52]1[CH2:53][CH2:54][CH2:55][C@H:51]1[C:49]1[NH:48][C:47]2[CH:63]=[C:43]([C:9]3[CH:10]=[CH:11][C:12]([C:15]4[CH:16]=[CH:17][C:18]([C:21]5[NH:25][C:24]([C@@H:26]6[CH2:30][CH2:29][CH2:28][N:27]6[C:31]([O:33][CH2:34][C:35]6[CH:40]=[CH:39][CH:38]=[CH:37][CH:36]=6)=[O:32])=[N:23][CH:22]=5)=[CH:19][CH:20]=4)=[CH:13][CH:14]=3)[CH:44]=[CH:45][C:46]=2[N:50]=1)=[O:57])([CH3:62])([CH3:60])[CH3:61]. The yield is 0.440. (4) The reactants are [N:1]1[C:10]2[C:5](=[CH:6][C:7]([CH:11]([CH3:15])[C:12](O)=O)=[CH:8][CH:9]=2)[CH:4]=[CH:3][CH:2]=1.[C:16]1([C:22]2[N:27]=[N:26][C:25]([NH:28][NH2:29])=[CH:24][CH:23]=2)[CH:21]=[CH:20][CH:19]=[CH:18][CH:17]=1.Cl. The catalyst is C([O-])(O)=O.[Na+]. The product is [C:16]1([C:22]2[CH:23]=[CH:24][C:25]3[N:26]([C:12]([CH:11]([C:7]4[CH:6]=[C:5]5[C:10](=[CH:9][CH:8]=4)[N:1]=[CH:2][CH:3]=[CH:4]5)[CH3:15])=[N:29][N:28]=3)[N:27]=2)[CH:17]=[CH:18][CH:19]=[CH:20][CH:21]=1. The yield is 0.530. (5) The reactants are I[C:2]1[C:10]2[S:9][C:8]([NH:11][C:12]([C:14]3[S:15][C:16]([CH3:19])=[CH:17][CH:18]=3)=[O:13])=[N:7][C:6]=2[C:5]([O:20][CH3:21])=[CH:4][CH:3]=1.[N+:22]([C:25]1[CH:26]=[C:27](B(O)O)[CH:28]=[CH:29][CH:30]=1)([O-:24])=[O:23]. No catalyst specified. The product is [N+:22]([C:25]1[CH:30]=[C:29]([C:2]2[C:10]3[S:9][C:8]([NH:11][C:12]([C:14]4[S:15][C:16]([CH3:19])=[CH:17][CH:18]=4)=[O:13])=[N:7][C:6]=3[C:5]([O:20][CH3:21])=[CH:4][CH:3]=2)[CH:28]=[CH:27][CH:26]=1)([O-:24])=[O:23]. The yield is 0.420. (6) The catalyst is C(Cl)(Cl)Cl. The yield is 0.650. The product is [CH3:1][O:2][C:3]([C:5]12[CH2:14][CH:9]3[CH2:10][CH:11]([CH2:13][CH:7]([CH2:8]3)[CH2:6]1)[CH2:12]2)=[O:4]. The reactants are [CH3:1][O:2][C:3]([C:5]12[CH2:14][CH:9]3[CH2:10][CH:11]([CH2:13][CH:7]([CH2:8]3)[CH:6]1NC(C1(CN)CC1)=O)[CH2:12]2)=[O:4].N=C=N.C1C2C(=CC=CC=2)CCN1.